This data is from Full USPTO retrosynthesis dataset with 1.9M reactions from patents (1976-2016). The task is: Predict the reactants needed to synthesize the given product. (1) Given the product [C:1]([O:5][C:6]([NH:7][C:8]1[CH:13]=[C:12]([O:14][CH3:15])[CH:11]=[CH:10][C:9]=1[CH:16]([C:17](=[O:24])[C:18]1[CH:19]=[CH:20][CH:21]=[CH:22][CH:23]=1)[CH2:35][C:32]1[N:31]=[C:30]([C:37]([O:39][CH3:41])=[O:38])[CH:29]=[CH:34][CH:33]=1)=[O:25])([CH3:4])([CH3:2])[CH3:3], predict the reactants needed to synthesize it. The reactants are: [C:1]([O:5][C:6](=[O:25])[NH:7][C:8]1[CH:13]=[C:12]([O:14][CH3:15])[CH:11]=[CH:10][C:9]=1[CH2:16][C:17](=[O:24])[C:18]1[CH:23]=[CH:22][CH:21]=[CH:20][CH:19]=1)([CH3:4])([CH3:3])[CH3:2].[H-].[Na+].C[C:29]1[C:30]([C:37]([OH:39])=[O:38])=[N:31][C:32]([CH2:35]Cl)=[CH:33][CH:34]=1.O.[CH3:41]N(C)C=O. (2) Given the product [CH2:30]([O:29][C:22]1[CH:21]=[C:20]([C:18](=[O:19])[CH2:17][CH2:16][C:15]([NH:14][C:4]2[CH:3]=[C:2]([C:68]3[CH:69]=[CH:70][C:65]([OH:64])=[C:66]([O:80][CH3:81])[CH:67]=3)[CH:7]=[C:6]([C:8]3[CH:13]=[CH:12][CH:11]=[CH:10][CH:9]=3)[N:5]=2)=[O:32])[CH:25]=[CH:24][C:23]=1[O:26][CH2:27][CH3:28])[CH3:31], predict the reactants needed to synthesize it. The reactants are: Cl[C:2]1[CH:7]=[C:6]([C:8]2[CH:13]=[CH:12][CH:11]=[CH:10][CH:9]=2)[N:5]=[C:4]([NH:14][C:15](=[O:32])[CH2:16][CH2:17][C:18]([C:20]2[CH:25]=[CH:24][C:23]([O:26][CH2:27][CH3:28])=[C:22]([O:29][CH2:30][CH3:31])[CH:21]=2)=[O:19])[CH:3]=1.C1(C2C=CC=CC=2)C=CC=CC=1P(C1CCCCC1)C1CCCCC1.C(=O)([O-])[O-].[K+].[K+].[OH:64][C:65]1[CH:70]=[CH:69][C:68](B2OC(C)(C)C(C)(C)O2)=[CH:67][C:66]=1[O:80][CH3:81]. (3) Given the product [CH3:1][C:2]([Si:5]([CH3:45])([CH3:46])[O:6][C@H:7]([CH2:37][O:38][C:39]1[CH:40]=[CH:41][CH:42]=[CH:43][CH:44]=1)[CH2:8][N:9]([CH2:17][C@H:18]1[CH2:27][CH2:26][C:25]2[C:20](=[CH:21][CH:22]=[C:23]([C:28]3[CH:33]=[CH:32][N:31]=[C:30]([C:34]([NH:53][CH2:52][C:51]4[CH:54]=[CH:55][C:48]([F:47])=[CH:49][CH:50]=4)=[O:36])[CH:29]=3)[CH:24]=2)[O:19]1)[CH2:10][C:11]1[CH:16]=[CH:15][CH:14]=[CH:13][CH:12]=1)([CH3:4])[CH3:3], predict the reactants needed to synthesize it. The reactants are: [CH3:1][C:2]([Si:5]([CH3:46])([CH3:45])[O:6][C@H:7]([CH2:37][O:38][C:39]1[CH:44]=[CH:43][CH:42]=[CH:41][CH:40]=1)[CH2:8][N:9]([CH2:17][C@H:18]1[CH2:27][CH2:26][C:25]2[C:20](=[CH:21][CH:22]=[C:23]([C:28]3[CH:33]=[CH:32][N:31]=[C:30]([C:34]([OH:36])=O)[CH:29]=3)[CH:24]=2)[O:19]1)[CH2:10][C:11]1[CH:16]=[CH:15][CH:14]=[CH:13][CH:12]=1)([CH3:4])[CH3:3].[F:47][C:48]1[CH:55]=[CH:54][C:51]([CH2:52][NH2:53])=[CH:50][CH:49]=1.Cl.CN(C)CCCN=C=NCC.ON1C2C=CC=CC=2N=N1. (4) The reactants are: [Br:1][C:2]1[CH:3]=[C:4]2[C:9](=[O:10])[N:8]([CH2:11][CH:12]([CH3:14])[CH3:13])[C:6](=[O:7])[C:5]2=[CH:15][CH:16]=1.O. Given the product [Br:1][C:2]1[CH:3]=[C:4]2[C:5](=[CH:15][CH:16]=1)[C:6](=[O:7])[N:8]([CH2:11][CH:12]([CH3:13])[CH3:14])[CH:9]2[OH:10], predict the reactants needed to synthesize it. (5) Given the product [C:33]([CH2:32][O:21][C:18]1[CH:19]=[CH:20][C:15]([CH2:14][C:13]([NH:12][CH2:11][CH2:10][CH2:9][C:4]2[CH:5]=[CH:6][C:7]([CH3:8])=[C:2]([CH3:1])[CH:3]=2)=[O:24])=[CH:16][C:17]=1[O:22][CH3:23])#[N:34], predict the reactants needed to synthesize it. The reactants are: [CH3:1][C:2]1[CH:3]=[C:4]([CH2:9][CH2:10][CH2:11][NH:12][C:13](=[O:24])[CH2:14][C:15]2[CH:20]=[CH:19][C:18]([OH:21])=[C:17]([O:22][CH3:23])[CH:16]=2)[CH:5]=[CH:6][C:7]=1[CH3:8].C(=O)([O-])[O-].[K+].[K+].Cl[CH2:32][C:33]#[N:34].[I-].[K+]. (6) Given the product [Cl:28][C:29]1[N:34]=[CH:33][N:32]=[C:31]([NH:6][C:5]2[CH:7]=[CH:8][C:9]([N:10]3[CH2:11][CH2:12][CH:13]([N:16]4[CH2:17][CH2:18][O:19][CH2:20][CH2:21]4)[CH2:14][CH2:15]3)=[C:3]([O:2][CH3:1])[CH:4]=2)[N:30]=1, predict the reactants needed to synthesize it. The reactants are: [CH3:1][O:2][C:3]1[CH:4]=[C:5]([CH:7]=[CH:8][C:9]=1[N:10]1[CH2:15][CH2:14][CH:13]([N:16]2[CH2:21][CH2:20][O:19][CH2:18][CH2:17]2)[CH2:12][CH2:11]1)[NH2:6].C(=O)([O-])[O-].[K+].[K+].[Cl:28][C:29]1[N:34]=[C:33](Cl)[N:32]=[CH:31][N:30]=1.